Regression. Given two drug SMILES strings and cell line genomic features, predict the synergy score measuring deviation from expected non-interaction effect. From a dataset of NCI-60 drug combinations with 297,098 pairs across 59 cell lines. (1) Drug 1: C1=C(C(=O)NC(=O)N1)N(CCCl)CCCl. Drug 2: C1=CC(=CC=C1CCCC(=O)O)N(CCCl)CCCl. Cell line: MOLT-4. Synergy scores: CSS=70.2, Synergy_ZIP=0.162, Synergy_Bliss=-0.566, Synergy_Loewe=0.0339, Synergy_HSA=2.74. (2) Drug 1: CCCCC(=O)OCC(=O)C1(CC(C2=C(C1)C(=C3C(=C2O)C(=O)C4=C(C3=O)C=CC=C4OC)O)OC5CC(C(C(O5)C)O)NC(=O)C(F)(F)F)O. Drug 2: CN(C(=O)NC(C=O)C(C(C(CO)O)O)O)N=O. Cell line: OVCAR-4. Synergy scores: CSS=8.87, Synergy_ZIP=-4.35, Synergy_Bliss=0.531, Synergy_Loewe=-19.0, Synergy_HSA=0.971.